Dataset: Catalyst prediction with 721,799 reactions and 888 catalyst types from USPTO. Task: Predict which catalyst facilitates the given reaction. (1) Reactant: Cl[C:2]1[C:11]2[C:6](=[CH:7][CH:8]=[CH:9][CH:10]=2)[C:5](=[O:12])[NH:4][N:3]=1.[C:13]1([SH:19])[CH:18]=[CH:17][CH:16]=[CH:15][CH:14]=1.C([O-])([O-])=O.[K+].[K+]. Product: [C:13]1([S:19][C:2]2[C:11]3[C:6](=[CH:7][CH:8]=[CH:9][CH:10]=3)[C:5](=[O:12])[NH:4][N:3]=2)[CH:18]=[CH:17][CH:16]=[CH:15][CH:14]=1. The catalyst class is: 31. (2) Reactant: [Li+].C[Si]([N-][Si](C)(C)C)(C)C.[S:11]1[CH:15]=[CH:14][CH:13]=[C:12]1[C:16]#[N:17].Cl.[CH3:19][C:20]([O:23][C:24]([O:26]C(OC(C)(C)C)=O)=O)([CH3:22])[CH3:21].CC[N:36](C(C)C)C(C)C. The catalyst class is: 1. Product: [NH:17]=[C:16]([NH:36][C:24](=[O:26])[O:23][C:20]([CH3:22])([CH3:21])[CH3:19])[C:12]1[S:11][CH:15]=[CH:14][CH:13]=1. (3) Reactant: [C:1]([C:3]1[CH:24]=[CH:23][C:6]([CH:7]=[C:8]([C:14](=O)[CH:15]([O:19][CH2:20][CH3:21])[O:16][CH2:17][CH3:18])[C:9]([O:11][CH2:12][CH3:13])=[O:10])=[C:5]([O:25][CH3:26])[CH:4]=1)#[N:2].[NH2:27][C:28]([CH3:33])=[CH:29][C:30](=[O:32])[CH3:31]. Product: [C:30]([C:29]1[CH:7]([C:6]2[CH:23]=[CH:24][C:3]([C:1]#[N:2])=[CH:4][C:5]=2[O:25][CH3:26])[C:8]([C:9]([O:11][CH2:12][CH3:13])=[O:10])=[C:14]([CH:15]([O:19][CH2:20][CH3:21])[O:16][CH2:17][CH3:18])[NH:27][C:28]=1[CH3:33])(=[O:32])[CH3:31]. The catalyst class is: 32. (4) Reactant: [C:1]([O:5][C:6]([N:8]1[CH2:13][C:12]([CH3:15])([CH3:14])[CH2:11][CH2:10][CH:9]1[C:16]([OH:18])=O)=[O:7])([CH3:4])([CH3:3])[CH3:2].Cl.C[N:21](C)CCCN=C=NCC.ON1C2C=CC=CC=2N=N1.C(N(C(C)C)CC)(C)C.[Cl-].[NH4+]. Product: [C:1]([O:5][C:6]([N:8]1[CH2:13][C:12]([CH3:15])([CH3:14])[CH2:11][CH2:10][CH:9]1[C:16](=[O:18])[NH2:21])=[O:7])([CH3:4])([CH3:3])[CH3:2]. The catalyst class is: 9. (5) Reactant: [Br:1][C:2]1[CH:3]=[C:4](/[C:8](/[CH3:16])=[CH:9]/[C:10]([N:12]([C:14]#[N:15])[CH3:13])=[O:11])[CH:5]=[CH:6][CH:7]=1.[CH3:17][O:18][C:19]1[CH:26]=[CH:25][C:22]([CH2:23][NH2:24])=[CH:21][CH:20]=1. Product: [Br:1][C:2]1[CH:3]=[C:4]([C:8]2([CH3:16])[N:24]([CH2:23][C:22]3[CH:25]=[CH:26][C:19]([O:18][CH3:17])=[CH:20][CH:21]=3)[C:14](=[NH:15])[N:12]([CH3:13])[C:10](=[O:11])[CH2:9]2)[CH:5]=[CH:6][CH:7]=1. The catalyst class is: 9. (6) Reactant: O[CH:2]([C:4]1[CH:9]=[CH:8][C:7]([C@H:10]([NH:12][S:13]([CH3:16])(=[O:15])=[O:14])[CH3:11])=[CH:6][CH:5]=1)[CH3:3].Cl.ClC1C=CC=CC=1C1OCCN(CC2C=CC([C@H](NS(C)(=O)=O)C(F)(F)F)=CC=2)C1.C(Br)(=O)C.Cl.[F:53][C:54]1[CH:59]=[CH:58][C:57]([C@@H:60]2[O:65][CH2:64][CH2:63][NH:62][CH2:61]2)=[CH:56][CH:55]=1.C([O-])([O-])=O.[K+].[K+]. Product: [F:53][C:54]1[CH:55]=[CH:56][C:57]([C@@H:60]2[O:65][CH2:64][CH2:63][N:62]([CH:2]([C:4]3[CH:9]=[CH:8][C:7]([C@H:10]([NH:12][S:13]([CH3:16])(=[O:15])=[O:14])[CH3:11])=[CH:6][CH:5]=3)[CH3:3])[CH2:61]2)=[CH:58][CH:59]=1. The catalyst class is: 85. (7) Reactant: [H-].[Na+].F[C:4]1[CH:5]=[C:6]([C:10]2[C:14]([CH2:15][OH:16])=[C:13]([CH3:17])[O:12][N:11]=2)[CH:7]=[CH:8][CH:9]=1.Cl[C:19]1[CH:28]=[CH:27][C:22]([C:23]([O:25][CH3:26])=[O:24])=[CH:21][N:20]=1.[Cl-:29].[Na+]. Product: [CH3:26][O:25][C:23](=[O:24])[C:22]1[CH:27]=[CH:28][C:19]([O:16][CH2:15][C:14]2[C:10]([C:6]3[CH:7]=[CH:8][C:9]([Cl:29])=[CH:4][CH:5]=3)=[N:11][O:12][C:13]=2[CH3:17])=[N:20][CH:21]=1. The catalyst class is: 1. (8) Reactant: Cl.[F:2][C:3]1[CH:8]=[CH:7][CH:6]=[CH:5][C:4]=1[C:9]1[CH:22]=[C:21]2[C:12]([N:13]3[C:18]([CH2:19][O:20]2)=[N:17][NH:16][C:15](=[O:23])[C@H:14]3[CH3:24])=[CH:11][C:10]=1[C@@H:25]1[CH2:30][CH2:29][NH:28][CH2:27][C@@H:26]1[CH3:31].C=O.[B-][C:35]#N.[Na+]. Product: [CH3:35][N:28]1[CH2:29][CH2:30][C@@H:25]([C:10]2[CH:11]=[C:12]3[C:21](=[CH:22][C:9]=2[C:4]2[CH:5]=[CH:6][CH:7]=[CH:8][C:3]=2[F:2])[O:20][CH2:19][C:18]2[N:13]3[C@H:14]([CH3:24])[C:15](=[O:23])[NH:16][N:17]=2)[C@@H:26]([CH3:31])[CH2:27]1. The catalyst class is: 467. (9) Reactant: C[N+]1(C2N=C(OC)N=C(OC)N=2)CCOCC1.[Cl-].CN1CCOCC1.[O:26]1[CH2:31][CH2:30][N:29]([CH2:32][C:33]([OH:35])=O)[CH2:28][CH2:27]1.Cl.[CH2:37]([O:44][C:45](=[O:49])[C@H:46]([CH3:48])[NH2:47])[C:38]1[CH:43]=[CH:42][CH:41]=[CH:40][CH:39]=1. Product: [O:26]1[CH2:27][CH2:28][N:29]([CH2:32][C:33]([NH:47][C@@H:46]([CH3:48])[C:45]([O:44][CH2:37][C:38]2[CH:43]=[CH:42][CH:41]=[CH:40][CH:39]=2)=[O:49])=[O:35])[CH2:30][CH2:31]1. The catalyst class is: 85.